Dataset: Full USPTO retrosynthesis dataset with 1.9M reactions from patents (1976-2016). Task: Predict the reactants needed to synthesize the given product. (1) Given the product [F:1][C:2]1[CH:10]=[CH:9][C:8]([C:11]2[CH:16]=[CH:15][CH:14]=[C:13]([F:17])[CH:12]=2)=[CH:7][C:3]=1[C:4]([NH:24][C:25]1[C:30]([CH3:31])=[CH:29][CH:28]=[C:27]([OH:32])[C:26]=1[CH3:33])=[O:6], predict the reactants needed to synthesize it. The reactants are: [F:1][C:2]1[CH:10]=[CH:9][C:8]([C:11]2[CH:16]=[CH:15][CH:14]=[C:13]([F:17])[CH:12]=2)=[CH:7][C:3]=1[C:4]([OH:6])=O.C(Cl)(=O)C(Cl)=O.[NH2:24][C:25]1[C:26]([CH3:33])=[C:27]([OH:32])[CH:28]=[CH:29][C:30]=1[CH3:31].C([O-])(O)=O.[Na+].Cl. (2) Given the product [I:14][C:2]1[CH:3]=[CH:4][C:5]2[C:11](=[O:12])[NH:10][CH2:9][CH2:8][CH2:7][C:6]=2[CH:13]=1, predict the reactants needed to synthesize it. The reactants are: N[C:2]1[CH:3]=[CH:4][C:5]2[C:11](=[O:12])[NH:10][CH2:9][CH2:8][CH2:7][C:6]=2[CH:13]=1.[I:14]C(I)I.N(OC(C)(C)C)=O. (3) Given the product [NH2:26][C:12]1[N:11]=[C:10]([C:7]2[CH:8]=[CH:9][C:4]([C:3]([OH:28])=[O:2])=[C:5]([Cl:27])[CH:6]=2)[C:15]([C:16]#[C:17][C:18]2[CH:19]=[N:20][C:21]([NH2:24])=[CH:22][CH:23]=2)=[C:14]([CH3:25])[N:13]=1, predict the reactants needed to synthesize it. The reactants are: C[O:2][C:3](=[O:28])[C:4]1[CH:9]=[CH:8][C:7]([C:10]2[C:15]([C:16]#[C:17][C:18]3[CH:19]=[N:20][C:21]([NH2:24])=[CH:22][CH:23]=3)=[C:14]([CH3:25])[N:13]=[C:12]([NH2:26])[N:11]=2)=[CH:6][C:5]=1[Cl:27].